Dataset: Forward reaction prediction with 1.9M reactions from USPTO patents (1976-2016). Task: Predict the product of the given reaction. (1) The product is: [CH2:1]([N:4]([C@@H:17]([C:26]1[CH:31]=[CH:30][CH:29]=[CH:28][CH:27]=1)[C:18]([N:20]1[CH2:24][CH2:23][C@H:22]([O:25][Si:37]([C:40]([CH3:43])([CH3:42])[CH3:41])([CH3:39])[CH3:38])[CH2:21]1)=[O:19])[S:5]([C:8]1[CH:13]=[CH:12][CH:11]=[CH:10][C:9]=1[N+:14]([O-:16])=[O:15])(=[O:6])=[O:7])[CH:2]=[CH2:3]. Given the reactants [CH2:1]([N:4]([C@@H:17]([C:26]1[CH:31]=[CH:30][CH:29]=[CH:28][CH:27]=1)[C:18]([N:20]1[CH2:24][CH2:23][C@H:22]([OH:25])[CH2:21]1)=[O:19])[S:5]([C:8]1[CH:13]=[CH:12][CH:11]=[CH:10][C:9]=1[N+:14]([O-:16])=[O:15])(=[O:7])=[O:6])[CH:2]=[CH2:3].N1C=CN=C1.[Si:37](Cl)([C:40]([CH3:43])([CH3:42])[CH3:41])([CH3:39])[CH3:38].O, predict the reaction product. (2) Given the reactants C(O[C:6](=O)[N:7]([CH2:9][C:10]1[CH:14]=[C:13]([C:15]2[CH:16]=[CH:17][C:18]([C:21]3[CH:22]=[N:23][C:24]([Cl:27])=[CH:25][CH:26]=3)=[N:19][CH:20]=2)[N:12]([S:28]([C:31]2[CH:32]=[N:33][CH:34]=[CH:35][CH:36]=2)(=[O:30])=[O:29])[CH:11]=1)C)(C)(C)C.C(OCC)(=O)C.Cl, predict the reaction product. The product is: [Cl:27][C:24]1[N:23]=[CH:22][C:21]([C:18]2[CH:17]=[CH:16][C:15]([C:13]3[N:12]([S:28]([C:31]4[CH:32]=[N:33][CH:34]=[CH:35][CH:36]=4)(=[O:30])=[O:29])[CH:11]=[C:10]([CH2:9][NH:7][CH3:6])[CH:14]=3)=[CH:20][N:19]=2)=[CH:26][CH:25]=1. (3) Given the reactants [Cl:1][C:2]1[CH:7]=[C:6]([Cl:8])[CH:5]=[CH:4][C:3]=1[CH:9]([NH2:12])[CH2:10][CH3:11].[C:13](O)(=[O:16])[CH2:14][SH:15], predict the reaction product. The product is: [Cl:1][C:2]1[CH:7]=[C:6]([Cl:8])[CH:5]=[CH:4][C:3]=1[CH:9]([NH:12][C:13](=[O:16])[CH2:14][SH:15])[CH2:10][CH3:11]. (4) The product is: [CH:1]([C:3]1[CH:8]=[C:7]([CH:6]=[CH:5][C:4]=1[N+:10]([O-:12])=[O:11])[O:23][C:20]1[CH:19]=[CH:18][C:17]([S:14]([CH3:13])(=[O:16])=[O:15])=[N:22][CH:21]=1)=[CH2:2]. Given the reactants [CH:1]([C:3]1[CH:8]=[C:7](F)[CH:6]=[CH:5][C:4]=1[N+:10]([O-:12])=[O:11])=[CH2:2].[CH3:13][S:14]([C:17]1[N:22]=[CH:21][C:20]([OH:23])=[CH:19][CH:18]=1)(=[O:16])=[O:15].C(=O)([O-])[O-].[K+].[K+], predict the reaction product. (5) Given the reactants [Cl:1][C:2]1[CH:10]=[C:9]([N+:11]([O-:13])=[O:12])[CH:8]=[C:7]([Cl:14])[C:3]=1[C:4]([OH:6])=[O:5].[C:15](=O)([O-])[O-].[Cs+].[Cs+].CI, predict the reaction product. The product is: [Cl:1][C:2]1[CH:10]=[C:9]([N+:11]([O-:13])=[O:12])[CH:8]=[C:7]([Cl:14])[C:3]=1[C:4]([O:6][CH3:15])=[O:5]. (6) Given the reactants ClC1C=CC=C(C(OO)=[O:9])C=1.[I:12][C:13]1[CH:14]=[N:15][CH:16]=[CH:17][C:18]=1[O:19][CH2:20][CH2:21][C:22]1[CH:26]=[CH:25][S:24][CH:23]=1.C(=O)([O-])[O-].[Na+].[Na+], predict the reaction product. The product is: [I:12][C:13]1[CH:14]=[N+:15]([O-:9])[CH:16]=[CH:17][C:18]=1[O:19][CH2:20][CH2:21][C:22]1[CH:26]=[CH:25][S:24][CH:23]=1.